This data is from Catalyst prediction with 721,799 reactions and 888 catalyst types from USPTO. The task is: Predict which catalyst facilitates the given reaction. (1) Reactant: [C:1]([O:7][CH2:8][CH3:9])(=[O:6])[CH2:2][C:3]([O-:5])=O.[K+].ON1C2C=CC=CC=2N=N1.Cl.CN(C)CCCN=C=NCC.[Cl:33][C:34]1[CH:40]=[CH:39][C:37]([NH2:38])=[CH:36][CH:35]=1. Product: [Cl:33][C:34]1[CH:40]=[CH:39][C:37]([NH:38][C:3](=[O:5])[CH2:2][C:1]([O:7][CH2:8][CH3:9])=[O:6])=[CH:36][CH:35]=1. The catalyst class is: 42. (2) Reactant: [Cl:1][C:2]1[N:3]=[C:4]2[C:9]([C:10]([F:13])([F:12])[F:11])=[CH:8][CH:7]=[CH:6][N:5]2[C:14]=1[C:15]1[CH:20]=[CH:19][CH:18]=[C:17]([O:21]C)[CH:16]=1.O.CO. Product: [Cl:1][C:2]1[N:3]=[C:4]2[C:9]([C:10]([F:13])([F:11])[F:12])=[CH:8][CH:7]=[CH:6][N:5]2[C:14]=1[C:15]1[CH:16]=[C:17]([OH:21])[CH:18]=[CH:19][CH:20]=1. The catalyst class is: 4.